Dataset: Catalyst prediction with 721,799 reactions and 888 catalyst types from USPTO. Task: Predict which catalyst facilitates the given reaction. (1) Reactant: [CH2:1]([O:4][C:5]1[C:6]([CH2:11][OH:12])=[N:7][CH:8]=[CH:9][CH:10]=1)[CH:2]=[CH2:3].CC(OI1(OC(C)=O)(OC(C)=O)OC(=O)C2C=CC=CC1=2)=O.C([O-])(O)=O.[Na+].S([O-])([O-])(=O)=S.[Na+].[Na+]. Product: [CH2:1]([O:4][C:5]1[C:6]([CH:11]=[O:12])=[N:7][CH:8]=[CH:9][CH:10]=1)[CH:2]=[CH2:3]. The catalyst class is: 2. (2) Reactant: [C:1]([C:4]1[C:5](=[O:24])[CH2:6][CH:7]([C:11]2[S:12][CH:13]=[CH:14][C:15]=2[C:16]2[CH:21]=[CH:20][CH:19]=[C:18]([O:22][CH3:23])[N:17]=2)[CH2:8][C:9]=1O)(=O)[CH3:2].N1CCCC1.Cl.[NH2:31][C:32]([NH2:34])=[NH:33]. Product: [NH2:34][C:32]1[N:33]=[C:1]([CH3:2])[C:4]2[C:5](=[O:24])[CH2:6][CH:7]([C:11]3[S:12][CH:13]=[CH:14][C:15]=3[C:16]3[CH:21]=[CH:20][CH:19]=[C:18]([O:22][CH3:23])[N:17]=3)[CH2:8][C:9]=2[N:31]=1. The catalyst class is: 14. (3) Reactant: [NH2:1][C:2](=O)[C:3]([CH3:41])([CH3:40])[CH2:4][NH:5][C:6]([C:8]1[S:9][C:10]([C:22]2[CH:27]=[CH:26][C:25]([C:28]([OH:37])([C:33]([F:36])([F:35])[F:34])[C:29]([F:32])([F:31])[F:30])=[C:24]([Cl:38])[C:23]=2[Cl:39])=[C:11]([C:13]([N:15]2[CH2:20][CH2:19][CH2:18][CH2:17][C@@H:16]2[CH3:21])=[O:14])[N:12]=1)=[O:7].C(OC(C(F)(F)F)=O)(C(F)(F)F)=O. The catalyst class is: 2. Product: [C:2]([C:3]([CH3:40])([CH3:41])[CH2:4][NH:5][C:6]([C:8]1[S:9][C:10]([C:22]2[CH:27]=[CH:26][C:25]([C:28]([OH:37])([C:33]([F:36])([F:35])[F:34])[C:29]([F:30])([F:31])[F:32])=[C:24]([Cl:38])[C:23]=2[Cl:39])=[C:11]([C:13]([N:15]2[CH2:20][CH2:19][CH2:18][CH2:17][C@@H:16]2[CH3:21])=[O:14])[N:12]=1)=[O:7])#[N:1]. (4) Reactant: [C:1]([C:5]1[CH:6]=[C:7]([N:15]2[C:19]([O:20][CH:21]3[CH2:26][CH2:25][CH2:24][CH2:23][CH2:22]3)=[CH:18][C:17]([C:27]([O:29]CC)=[O:28])=[N:16]2)[CH:8]=[C:9]([C:11]2([CH3:14])[CH2:13][CH2:12]2)[CH:10]=1)([CH3:4])([CH3:3])[CH3:2].CO.[OH-].[K+:35]. Product: [C:1]([C:5]1[CH:6]=[C:7]([N:15]2[C:19]([O:20][CH:21]3[CH2:22][CH2:23][CH2:24][CH2:25][CH2:26]3)=[CH:18][C:17]([C:27]([O-:29])=[O:28])=[N:16]2)[CH:8]=[C:9]([C:11]2([CH3:14])[CH2:12][CH2:13]2)[CH:10]=1)([CH3:2])([CH3:3])[CH3:4].[K+:35]. The catalyst class is: 6.